This data is from HIV replication inhibition screening data with 41,000+ compounds from the AIDS Antiviral Screen. The task is: Binary Classification. Given a drug SMILES string, predict its activity (active/inactive) in a high-throughput screening assay against a specified biological target. The molecule is COc1cc(OC)cc(C2=Nn3c(n[nH]c3=S)NN2)c1. The result is 0 (inactive).